This data is from Reaction yield outcomes from USPTO patents with 853,638 reactions. The task is: Predict the reaction yield, written as a fraction of the theoretical maximum amount of product (1.0 means a 100% yield; for example, 0.34 means a 34% yield). (1) The reactants are [CH2:1]([O:3][C:4]([C:6]1[C:15](=[O:16])[N:14]2[C:9]([C:10]([CH3:18])=[C:11](Cl)[CH:12]=[CH:13]2)=[C:8]([CH:19]2[CH2:21][CH2:20]2)[CH:7]=1)=[O:5])[CH3:2].[CH3:22][C:23]1[CH:28]=[CH:27][C:26](B(O)O)=[CH:25][CH:24]=1.C([O-])([O-])=O.[Na+].[Na+]. The catalyst is C1COCC1.Cl[Pd](Cl)([P](C1C=CC=CC=1)(C1C=CC=CC=1)C1C=CC=CC=1)[P](C1C=CC=CC=1)(C1C=CC=CC=1)C1C=CC=CC=1. The product is [CH:19]1([C:8]2[CH:7]=[C:6]([C:4]([O:3][CH2:1][CH3:2])=[O:5])[C:15](=[O:16])[N:14]3[C:9]=2[C:10]([CH3:18])=[C:11]([C:26]2[CH:27]=[CH:28][C:23]([CH3:22])=[CH:24][CH:25]=2)[CH:12]=[CH:13]3)[CH2:21][CH2:20]1. The yield is 0.620. (2) The yield is 0.230. The catalyst is CN(C)C=O.C(OCC)(=O)C. The product is [Br:1][CH2:2][CH2:3][CH2:4][N:7]1[N:8]=[C:9]2[CH:14]=[CH:13][CH:12]=[CH:11][C:10]2=[N:6]1. The reactants are [Br:1][CH2:2][CH2:3][CH2:4]Br.[NH:6]1[C:10]2[CH:11]=[CH:12][CH:13]=[CH:14][C:9]=2[N:8]=[N:7]1.[OH-].[K+].O. (3) The reactants are C(NC(C)C)(C)C.[Li]CCCC.[C:13]([O:16][C:17]([CH3:20])([CH3:19])[CH3:18])(=[O:15])[CH3:14].[C:21](OCC)(=[O:29])[C:22]1[C:23](=[CH:25][CH:26]=[CH:27][CH:28]=1)[OH:24]. The catalyst is C1COCC1. The product is [OH:24][C:23]1[CH:25]=[CH:26][CH:27]=[CH:28][C:22]=1[C:21](=[O:29])[CH2:14][C:13]([O:16][C:17]([CH3:20])([CH3:19])[CH3:18])=[O:15]. The yield is 0.750. (4) The reactants are [F:1][C:2]([F:9])([F:8])[C:3]1[CH:4]=[N:5][NH:6][CH:7]=1.F[C:11]1[CH:18]=[CH:17][C:14]([C:15]#[N:16])=[C:13]([CH3:19])[CH:12]=1.C(=O)([O-])[O-].[K+].[K+].O. The catalyst is C(#N)C. The product is [CH3:19][C:13]1[CH:12]=[C:11]([N:5]2[CH:4]=[C:3]([C:2]([F:9])([F:8])[F:1])[CH:7]=[N:6]2)[CH:18]=[CH:17][C:14]=1[C:15]#[N:16]. The yield is 0.400. (5) The reactants are [Cl:1][C:2]1[CH:20]=[C:19]([O:21][CH2:22][CH:23]=[C:24]([Cl:26])[Cl:25])[CH:18]=[C:17]([Cl:27])[C:3]=1[O:4][CH2:5][CH2:6][CH2:7][O:8][C:9]1[CH:10]=[C:11]([CH:14]=[CH:15][CH:16]=1)[CH:12]=O.Cl.[CH2:29]([O:31][NH2:32])[CH3:30].Cl. The catalyst is N1C=CC=CC=1. The product is [CH2:29]([O:31][N:32]=[CH:12][C:11]1[CH:14]=[CH:15][CH:16]=[C:9]([O:8][CH2:7][CH2:6][CH2:5][O:4][C:3]2[C:2]([Cl:1])=[CH:20][C:19]([O:21][CH2:22][CH:23]=[C:24]([Cl:26])[Cl:25])=[CH:18][C:17]=2[Cl:27])[CH:10]=1)[CH3:30]. The yield is 0.920.